Dataset: Full USPTO retrosynthesis dataset with 1.9M reactions from patents (1976-2016). Task: Predict the reactants needed to synthesize the given product. (1) The reactants are: [H-].[Na+].[OH:3][N:4]1[C:8](=[O:9])[C:7]2=[CH:10][CH:11]=[CH:12][CH:13]=[C:6]2[C:5]1=[O:14].Br[CH2:16][C:17]([O:19][C:20]([CH3:23])([CH3:22])[CH3:21])=[O:18]. Given the product [O:9]=[C:8]1[C:7]2[C:6](=[CH:13][CH:12]=[CH:11][CH:10]=2)[C:5](=[O:14])[N:4]1[O:3][CH2:16][C:17]([O:19][C:20]([CH3:23])([CH3:22])[CH3:21])=[O:18], predict the reactants needed to synthesize it. (2) Given the product [OH:8][C@H:9]([C:15]1[CH:20]=[CH:19][C:18]([C@H:21]2[CH2:25][CH2:24][C:23](=[O:26])[C@@H:22]2[CH2:27][CH2:28][CH2:29][CH2:30][CH2:31][CH2:32][C:33]([OH:35])=[O:34])=[CH:17][CH:16]=1)[CH2:10][CH2:11][CH2:12][CH2:13][CH3:14], predict the reactants needed to synthesize it. The reactants are: [Si]([O:8][C@H:9]([C:15]1[CH:20]=[CH:19][C:18]([C@H:21]2[CH2:25][CH2:24][C:23](=[O:26])[C@@H:22]2[CH2:27][CH2:28][CH2:29][CH2:30][CH2:31][CH2:32][C:33]([OH:35])=[O:34])=[CH:17][CH:16]=1)[CH2:10][CH2:11][CH2:12][CH2:13][CH3:14])(C(C)(C)C)(C)C.O.